From a dataset of Full USPTO retrosynthesis dataset with 1.9M reactions from patents (1976-2016). Predict the reactants needed to synthesize the given product. (1) Given the product [CH3:10][O:9][C:3]1[CH:4]=[C:5]([CH3:8])[CH:6]=[CH:7][C:2]=1[B:16]([OH:19])[OH:17], predict the reactants needed to synthesize it. The reactants are: Br[C:2]1[CH:7]=[CH:6][C:5]([CH3:8])=[CH:4][C:3]=1[O:9][CH3:10].C([Li])(C)(C)C.[B:16](OC)([O:19]C)[O:17]C. (2) Given the product [N:1]1[CH:6]=[CH:5][CH:4]=[N:3][C:2]=1[C:7]1[CH:8]=[C:9](/[CH:10]=[CH:23]/[CH:24]=[O:25])[CH:12]=[CH:13][CH:14]=1, predict the reactants needed to synthesize it. The reactants are: [N:1]1[CH:6]=[CH:5][CH:4]=[N:3][C:2]=1[C:7]1[CH:8]=[C:9]([CH:12]=[CH:13][CH:14]=1)[CH:10]=O.N1(C2C=C[C:23]([CH:24]=[O:25])=CC=2)C=CC=N1. (3) Given the product [Cl:1][C:2]1[C:3]([N:11]2[CH2:16][CH2:15][CH2:14][CH2:13][CH2:12]2)=[C:4]([NH2:8])[CH:5]=[CH:6][CH:7]=1, predict the reactants needed to synthesize it. The reactants are: [Cl:1][C:2]1[CH:7]=[CH:6][CH:5]=[C:4]([N+:8]([O-])=O)[C:3]=1[N:11]1[CH2:16][CH2:15][CH2:14][CH2:13][CH2:12]1. (4) Given the product [CH:13]([O:1][C:2]1[CH:3]=[C:4]([CH:9]=[C:10]([O:12][CH:24]([CH3:23])[CH3:17])[CH:11]=1)[C:5]([O:7][CH3:8])=[O:6])([CH3:15])[CH3:14], predict the reactants needed to synthesize it. The reactants are: [OH:1][C:2]1[CH:3]=[C:4]([CH:9]=[C:10]([OH:12])[CH:11]=1)[C:5]([O:7][CH3:8])=[O:6].[CH:13](I)([CH3:15])[CH3:14].[C:17]([O-])([O-])=O.[K+].[K+].[CH3:23][C:24]#N. (5) The reactants are: [N:1]1[C:6]2=[N:7][N:8]3[CH:13]=[CH:12][CH:11]=[CH:10][C:9]3=[C:5]2[C:4]([NH2:14])=[N:3][CH:2]=1.[Br:15][C:16]1[CH:21]=[CH:20][C:19]([N:22]=[C:23]=[O:24])=[CH:18][CH:17]=1. Given the product [Br:15][C:16]1[CH:21]=[CH:20][C:19]([NH:22][C:23]([NH:14][C:4]2[C:5]3[C:6](=[N:7][N:8]4[CH:13]=[CH:12][CH:11]=[CH:10][C:9]=34)[N:1]=[CH:2][N:3]=2)=[O:24])=[CH:18][CH:17]=1, predict the reactants needed to synthesize it. (6) Given the product [Br:23][CH2:10][C:3]1[C:2]([CH3:1])=[N:7][C:6]([CH3:8])=[C:5]([CH3:9])[N:4]=1, predict the reactants needed to synthesize it. The reactants are: [CH3:1][C:2]1[N:7]=[C:6]([CH3:8])[C:5]([CH3:9])=[N:4][C:3]=1[CH3:10].C(Cl)(Cl)(Cl)Cl.C1C(=O)N([Br:23])C(=O)C1.C(OOC(=O)C1C=CC=CC=1)(=O)C1C=CC=CC=1. (7) Given the product [N:5]1[CH:6]=[CH:7][CH:2]=[C:3]([CH2:8][O:9][C:17]2[C:12]([CH:11]=[O:10])=[CH:13][N:14]=[CH:15][CH:16]=2)[CH:4]=1, predict the reactants needed to synthesize it. The reactants are: Cl[C:2]1[CH:7]=[CH:6][N:5]=[CH:4][C:3]=1[CH:8]=[O:9].[OH:10][CH2:11][C:12]1[CH:13]=[N:14][CH:15]=[CH:16][CH:17]=1.C1(C)C=CC(S(O)(=O)=O)=CC=1. (8) Given the product [ClH:47].[ClH:47].[ClH:47].[ClH:47].[NH2:8][C:9]1([C:13]2[CH:18]=[CH:17][C:16]([C:19]3[N:23]4[C:24]5[CH:36]=[CH:35][CH:34]=[N:33][C:25]=5[NH:26][C:27]5[CH:32]=[CH:31][CH:30]=[CH:29][C:28]=5[C:22]4=[N:21][C:20]=3[C:37]3[CH:38]=[CH:39][C:40]([C:43]([O:45][CH3:46])=[O:44])=[N:41][CH:42]=3)=[CH:15][CH:14]=2)[CH2:10][CH2:11][CH2:12]1, predict the reactants needed to synthesize it. The reactants are: C(OC([NH:8][C:9]1([C:13]2[CH:18]=[CH:17][C:16]([C:19]3[N:23]4[C:24]5[CH:36]=[CH:35][CH:34]=[N:33][C:25]=5[NH:26][C:27]5[CH:32]=[CH:31][CH:30]=[CH:29][C:28]=5[C:22]4=[N:21][C:20]=3[C:37]3[CH:38]=[CH:39][C:40]([C:43]([O:45][CH3:46])=[O:44])=[N:41][CH:42]=3)=[CH:15][CH:14]=2)[CH2:12][CH2:11][CH2:10]1)=O)(C)(C)C.[ClH:47].O1CCOCC1. (9) Given the product [Br:1][C:2]1[N:7]=[C:6]([C@@H:8]2[C@@H:9]([C:11]3[CH:16]=[CH:15][CH:14]=[CH:13][C:12]=3[F:17])[O:25][C:19](=[O:20])[NH:18]2)[CH:5]=[CH:4][CH:3]=1, predict the reactants needed to synthesize it. The reactants are: [Br:1][C:2]1[N:7]=[C:6]([C@@H:8]([NH:18][C:19](=[O:25])[O:20]C(C)(C)C)[C@@H:9]([C:11]2[CH:16]=[CH:15][CH:14]=[CH:13][C:12]=2[F:17])O)[CH:5]=[CH:4][CH:3]=1.Cl.C(N(C(C)C)CC)(C)C.C(N1C=CN=C1)(N1C=CN=C1)=O. (10) Given the product [OH:29][CH2:28][CH:27]([O:26]/[N:25]=[C:21](/[C:18]1[CH:19]=[CH:20][C:15]2[N:16]([C:12]([CH2:11][C:7]3[CH:6]=[C:5]4[C:10](=[CH:9][CH:8]=3)[N:1]=[CH:2][CH:3]=[CH:4]4)=[N:13][N:14]=2)[N:17]=1)\[CH3:22])[CH3:30], predict the reactants needed to synthesize it. The reactants are: [N:1]1[C:10]2[C:5](=[CH:6][C:7]([CH2:11][C:12]3[N:16]4[N:17]=[C:18]([C:21](=O)[CH3:22])[CH:19]=[CH:20][C:15]4=[N:14][N:13]=3)=[CH:8][CH:9]=2)[CH:4]=[CH:3][CH:2]=1.Cl.[NH2:25][O:26][CH:27]([CH3:30])[CH2:28][OH:29].